From a dataset of Forward reaction prediction with 1.9M reactions from USPTO patents (1976-2016). Predict the product of the given reaction. Given the reactants [CH2:1]([O:3][C:4]([C:6]1[C:15]([Cl:16])=[CH:14][C:13]2[C:8](=[C:9]([C:17]#N)[CH:10]=[CH:11][CH:12]=2)[CH:7]=1)=[O:5])[CH3:2].CC(O)=[O:21].O, predict the reaction product. The product is: [CH2:1]([O:3][C:4]([C:6]1[C:15]([Cl:16])=[CH:14][C:13]2[C:8](=[C:9]([CH:17]=[O:21])[CH:10]=[CH:11][CH:12]=2)[CH:7]=1)=[O:5])[CH3:2].